From a dataset of Forward reaction prediction with 1.9M reactions from USPTO patents (1976-2016). Predict the product of the given reaction. (1) Given the reactants [Cl:1][C:2]1[N:7]=[C:6](Cl)[C:5]([I:9])=[CH:4][N:3]=1.[NH2:10][CH2:11][CH2:12][OH:13], predict the reaction product. The product is: [Cl:1][C:2]1[N:7]=[C:6]([NH:10][CH2:11][CH2:12][OH:13])[C:5]([I:9])=[CH:4][N:3]=1. (2) Given the reactants C([O-])([O-])=O.[K+].[K+].CS(O[CH:12]1[CH2:17][CH2:16][O:15][CH2:14][CH:13]1[C:18]1[CH:23]=[CH:22][C:21]([Cl:24])=[CH:20][CH:19]=1)(=O)=O.[F:25][C:26]([F:35])([F:34])[C:27]1[CH:28]=[C:29]([SH:33])[CH:30]=[CH:31][CH:32]=1, predict the reaction product. The product is: [Cl:24][C:21]1[CH:20]=[CH:19][C:18]([CH:13]2[CH:12]([S:33][C:29]3[CH:30]=[CH:31][CH:32]=[C:27]([C:26]([F:25])([F:34])[F:35])[CH:28]=3)[CH2:17][CH2:16][O:15][CH2:14]2)=[CH:23][CH:22]=1. (3) Given the reactants F[C:2]1[CH:7]=[CH:6][C:5]([N+]([O-])=O)=[C:4](F)[C:3]=1F.[CH:13]12[O:18][CH:17]1[CH2:16][NH:15][CH2:14]2.CCN(C(C)C)C(C)C.C[CH2:29][O:30][C:31](C)=[O:32], predict the reaction product. The product is: [CH2:29]([O:30][C:31]([N:15]1[CH2:16][CH:17]2[CH:13]([O:18]2)[CH2:14]1)=[O:32])[C:2]1[CH:7]=[CH:6][CH:5]=[CH:4][CH:3]=1. (4) Given the reactants N[C:2]1[CH:13]=[CH:12][C:11](Br)=[CH:10][C:3]=1[C:4]([N:6]([O:8][CH3:9])[CH3:7])=[O:5].[Cl:15][C:16]1[CH:17]=[C:18](B(O)O)[CH:19]=[CH:20][CH:21]=1.C(=O)([O-])[O-].[Na+].[Na+].C(OCC)(=O)C, predict the reaction product. The product is: [Cl:15][C:16]1[CH:21]=[C:20]([C:11]2[CH:12]=[CH:13][CH:2]=[C:3]([CH:10]=2)[C:4]([N:6]([O:8][CH3:9])[CH3:7])=[O:5])[CH:19]=[CH:18][CH:17]=1.